From a dataset of NCI-60 drug combinations with 297,098 pairs across 59 cell lines. Regression. Given two drug SMILES strings and cell line genomic features, predict the synergy score measuring deviation from expected non-interaction effect. (1) Drug 1: COC1=CC(=CC(=C1O)OC)C2C3C(COC3=O)C(C4=CC5=C(C=C24)OCO5)OC6C(C(C7C(O6)COC(O7)C8=CC=CS8)O)O. Drug 2: CN(C(=O)NC(C=O)C(C(C(CO)O)O)O)N=O. Cell line: A549. Synergy scores: CSS=32.3, Synergy_ZIP=-3.18, Synergy_Bliss=-5.36, Synergy_Loewe=-44.2, Synergy_HSA=-4.08. (2) Drug 1: CC1C(C(=O)NC(C(=O)N2CCCC2C(=O)N(CC(=O)N(C(C(=O)O1)C(C)C)C)C)C(C)C)NC(=O)C3=C4C(=C(C=C3)C)OC5=C(C(=O)C(=C(C5=N4)C(=O)NC6C(OC(=O)C(N(C(=O)CN(C(=O)C7CCCN7C(=O)C(NC6=O)C(C)C)C)C)C(C)C)C)N)C. Drug 2: C1C(C(OC1N2C=NC3=C2NC=NCC3O)CO)O. Cell line: SR. Synergy scores: CSS=72.2, Synergy_ZIP=2.29, Synergy_Bliss=2.60, Synergy_Loewe=-36.1, Synergy_HSA=1.78. (3) Drug 1: C1=NC(=NC(=O)N1C2C(C(C(O2)CO)O)O)N. Drug 2: CC1CCC2CC(C(=CC=CC=CC(CC(C(=O)C(C(C(=CC(C(=O)CC(OC(=O)C3CCCCN3C(=O)C(=O)C1(O2)O)C(C)CC4CCC(C(C4)OC)OCCO)C)C)O)OC)C)C)C)OC. Cell line: MALME-3M. Synergy scores: CSS=17.0, Synergy_ZIP=-5.66, Synergy_Bliss=-0.403, Synergy_Loewe=-0.767, Synergy_HSA=1.22. (4) Drug 1: C1=CC(=CC=C1CCC2=CNC3=C2C(=O)NC(=N3)N)C(=O)NC(CCC(=O)O)C(=O)O. Drug 2: C1=NC2=C(N=C(N=C2N1C3C(C(C(O3)CO)O)O)F)N. Cell line: U251. Synergy scores: CSS=35.5, Synergy_ZIP=6.75, Synergy_Bliss=0.594, Synergy_Loewe=-24.0, Synergy_HSA=0.697. (5) Drug 1: CCCS(=O)(=O)NC1=C(C(=C(C=C1)F)C(=O)C2=CNC3=C2C=C(C=N3)C4=CC=C(C=C4)Cl)F. Drug 2: C1C(C(OC1N2C=C(C(=O)NC2=O)F)CO)O. Cell line: K-562. Synergy scores: CSS=8.07, Synergy_ZIP=-3.87, Synergy_Bliss=-14.1, Synergy_Loewe=-36.5, Synergy_HSA=-15.6. (6) Drug 1: CS(=O)(=O)C1=CC(=C(C=C1)C(=O)NC2=CC(=C(C=C2)Cl)C3=CC=CC=N3)Cl. Drug 2: B(C(CC(C)C)NC(=O)C(CC1=CC=CC=C1)NC(=O)C2=NC=CN=C2)(O)O. Cell line: HOP-92. Synergy scores: CSS=12.7, Synergy_ZIP=-2.24, Synergy_Bliss=2.98, Synergy_Loewe=2.67, Synergy_HSA=3.40.